The task is: Predict the product of the given reaction.. This data is from Forward reaction prediction with 1.9M reactions from USPTO patents (1976-2016). (1) Given the reactants Cl[CH2:2][C:3]([N:5]1[CH2:10][CH2:9][N:8]([CH2:11][CH2:12][O:13][C:14]2[CH:23]=[C:22]3[C:17]([C:18]([O:24][C:25]4[CH:26]=[C:27]5[C:31](=[CH:32][CH:33]=4)[NH:30][C:29]([CH3:34])=[CH:28]5)=[N:19][CH:20]=[N:21]3)=[CH:16][C:15]=2[O:35][CH3:36])[CH2:7][CH2:6]1)=[O:4].[NH:37]1[CH2:41][CH2:40][CH2:39][CH2:38]1.[I-].[K+], predict the reaction product. The product is: [CH3:36][O:35][C:15]1[CH:16]=[C:17]2[C:22](=[CH:23][C:14]=1[O:13][CH2:12][CH2:11][N:8]1[CH2:7][CH2:6][N:5]([C:3](=[O:4])[CH2:2][N:37]3[CH2:41][CH2:40][CH2:39][CH2:38]3)[CH2:10][CH2:9]1)[N:21]=[CH:20][N:19]=[C:18]2[O:24][C:25]1[CH:26]=[C:27]2[C:31](=[CH:32][CH:33]=1)[NH:30][C:29]([CH3:34])=[CH:28]2. (2) The product is: [Cl:1][C:2]1[CH:10]=[CH:9][CH:8]=[CH:7][C:3]=1[C:4]([N:6]=[C:12]=[O:13])=[O:5]. Given the reactants [Cl:1][C:2]1[CH:10]=[CH:9][CH:8]=[CH:7][C:3]=1[C:4]([NH2:6])=[O:5].C(Cl)(=O)[C:12](Cl)=[O:13], predict the reaction product.